Dataset: Catalyst prediction with 721,799 reactions and 888 catalyst types from USPTO. Task: Predict which catalyst facilitates the given reaction. (1) Reactant: [F:1][C:2]1[C:11]2[C:6](=[CH:7][CH:8]=[CH:9][CH:10]=2)[CH:5]=[N:4][C:3]=1[OH:12].C(N(CC)CC)C.[F:20][C:21]([F:34])([F:33])[S:22](O[S:22]([C:21]([F:34])([F:33])[F:20])(=[O:24])=[O:23])(=[O:24])=[O:23]. Product: [F:1][C:2]1[C:11]2[C:6](=[CH:7][CH:8]=[CH:9][CH:10]=2)[CH:5]=[N:4][C:3]=1[O:12][S:22]([C:21]([F:34])([F:33])[F:20])(=[O:24])=[O:23]. The catalyst class is: 2. (2) Reactant: [C:1]([O:5][C:6]([NH:8][CH:9]([CH2:20][CH2:21][C:22]([O:24][CH2:25][CH2:26][CH2:27][CH2:28][CH2:29][CH2:30][NH:31][C:32]([NH:34][S:35]([C:38]1[CH:44]=[CH:43][C:41]([CH3:42])=[CH:40][CH:39]=1)(=[O:37])=[O:36])=[NH:33])=[O:23])[C:10]([O:12]CC1C=CC=CC=1)=[O:11])=[O:7])([CH3:4])([CH3:3])[CH3:2].C. Product: [NH:33]=[C:32]([NH:34][S:35]([C:38]1[CH:39]=[CH:40][C:41]([CH3:42])=[CH:43][CH:44]=1)(=[O:36])=[O:37])[NH:31][CH2:30][CH2:29][CH2:28][CH2:27][CH2:26][CH2:25][O:24][C:22](=[O:23])[CH2:21][CH2:20][CH:9]([C:10]([OH:12])=[O:11])[NH:8][C:6](=[O:7])[O:5][C:1]([CH3:4])([CH3:3])[CH3:2]. The catalyst class is: 19. (3) Reactant: [C:1]([CH:3]([CH:7]1[C:11]([Cl:12])=[C:10](Cl)C(=O)O1)[C:4]([NH2:6])=[O:5])#[N:2].Cl.[CH3:16][C:17]1[CH:18]=[CH:19][C:20]([S:25]([CH3:28])(=[O:27])=[O:26])=[C:21]([CH2:23][NH2:24])[CH:22]=1.C(=O)([O-])[O-].[K+].[K+].[OH-].[Na+]. Product: [ClH:12].[Cl:12][C:11]1[CH:7]=[C:3]([C:4]([NH2:6])=[O:5])[C:1](=[NH:2])[N:24]([CH2:23][C:21]2[CH:22]=[C:17]([CH3:16])[CH:18]=[CH:19][C:20]=2[S:25]([CH3:28])(=[O:27])=[O:26])[CH:10]=1. The catalyst class is: 8.